From a dataset of Full USPTO retrosynthesis dataset with 1.9M reactions from patents (1976-2016). Predict the reactants needed to synthesize the given product. Given the product [CH2:17]([N:7]1[CH2:8][C@@H:9]([C:10]2[CH:15]=[CH:14][C:13]([Cl:16])=[CH:12][CH:11]=2)[C@H:5]([C:3]([NH2:26])=[O:2])[CH2:6]1)[C:18]1[CH:23]=[CH:22][CH:21]=[CH:20][CH:19]=1, predict the reactants needed to synthesize it. The reactants are: C[O:2][C:3]([C@H:5]1[C@H:9]([C:10]2[CH:15]=[CH:14][C:13]([Cl:16])=[CH:12][CH:11]=2)[CH2:8][N:7]([CH2:17][C:18]2[CH:23]=[CH:22][CH:21]=[CH:20][CH:19]=2)[CH2:6]1)=O.C([NH2:26])=O.C[O-].[Na+].